Dataset: Full USPTO retrosynthesis dataset with 1.9M reactions from patents (1976-2016). Task: Predict the reactants needed to synthesize the given product. (1) Given the product [Cl:3][CH2:13][CH2:12][CH2:11][N:8]1[CH2:9][CH2:10][C@H:6]([F:5])[CH2:7]1, predict the reactants needed to synthesize it. The reactants are: S(Cl)([Cl:3])=O.[F:5][C@H:6]1[CH2:10][CH2:9][N:8]([CH2:11][CH2:12][CH2:13]O)[CH2:7]1. (2) Given the product [C:1]([O:5][C:6](=[O:13])[NH:7][C:8]1([C:11](=[NH:18])[NH2:12])[CH2:10][CH2:9]1)([CH3:4])([CH3:2])[CH3:3], predict the reactants needed to synthesize it. The reactants are: [C:1]([O:5][C:6](=[O:13])[NH:7][C:8]1([C:11]#[N:12])[CH2:10][CH2:9]1)([CH3:4])([CH3:3])[CH3:2].[O-]CC.[Na+].[NH4+:18].[Cl-].N.CO. (3) Given the product [ClH:18].[CH3:15][O:14][CH2:13][CH2:12][O:11][C:10]1[C:3]([O:2][CH3:1])=[CH:4][C:5]([CH2:6][C:26]2[C:35]3[C:30](=[C:31]([OH:39])[C:32]([O:36][CH2:37][CH3:38])=[CH:33][CH:34]=3)[CH:29]=[N:28][CH:27]=2)=[CH:8][C:9]=1[O:16][CH3:17], predict the reactants needed to synthesize it. The reactants are: [CH3:1][O:2][C:3]1[CH:4]=[C:5]([CH:8]=[C:9]([O:16][CH3:17])[C:10]=1[O:11][CH2:12][CH2:13][O:14][CH3:15])[CH:6]=O.[ClH:18].[NH4+].[OH-].CO.C(O[CH:26](OCC)[CH2:27][NH:28][CH2:29][C:30]1[CH:35]=[CH:34][CH:33]=[C:32]([O:36][CH2:37][CH3:38])[C:31]=1[OH:39])C. (4) Given the product [Cl:2][C:3]1[N:4]=[C:5]([C:10]([NH:12][C@H:13]2[CH2:18][CH2:17][N:16]([C:32]3[S:33][CH:34]=[N:35][N:36]=3)[CH2:15][C@H:14]2[O:19][CH2:20][CH3:21])=[O:11])[NH:6][C:7]=1[CH2:8][CH3:9], predict the reactants needed to synthesize it. The reactants are: Cl.[Cl:2][C:3]1[N:4]=[C:5]([C:10]([NH:12][C@H:13]2[CH2:18][CH2:17][NH:16][CH2:15][C@H:14]2[O:19][CH2:20][CH3:21])=[O:11])[NH:6][C:7]=1[CH2:8][CH3:9].C(N(C(C)C)CC)(C)C.Br[C:32]1[S:33][CH:34]=[N:35][N:36]=1.C(=O)([O-])[O-].[Cs+].[Cs+].